Dataset: Tyrosyl-DNA phosphodiesterase HTS with 341,365 compounds. Task: Binary Classification. Given a drug SMILES string, predict its activity (active/inactive) in a high-throughput screening assay against a specified biological target. (1) The molecule is s1c(N2CCOCC2)nc2c1cc(F)cc2F. The result is 0 (inactive). (2) The drug is OC(=O)C(NC(=O)Cc1ccccc1)Cc1ccc(O)cc1. The result is 0 (inactive). (3) The drug is O=c1[nH]c2c(cc1C(N1CCN(C3CCCCC3)CC1)c1n(nnn1)CCOC)cc(cc2)C. The result is 0 (inactive).